Dataset: Forward reaction prediction with 1.9M reactions from USPTO patents (1976-2016). Task: Predict the product of the given reaction. (1) Given the reactants [CH3:1][C:2]1([CH3:11])[CH2:7][CH:6]([OH:8])[CH2:5][C:4]([CH3:10])([CH3:9])[NH:3]1.C(N(CC)CC)C.[CH2:19]([C:23]([CH2:28][CH3:29])([CH2:26][OH:27])[CH2:24][OH:25])[CH2:20][CH2:21][CH3:22].[P:30](Cl)([O-:32])[O-:31].P(Cl)([O-])[O-:35], predict the reaction product. The product is: [CH3:1][C:2]1([CH3:11])[CH2:7][CH:6]([OH:8])[CH2:5][C:4]([CH3:10])([CH3:9])[NH:3]1.[CH2:19]([C:23]([CH2:28][CH3:29])([CH2:24][OH:25])[CH2:26][OH:27])[CH2:20][CH2:21][CH3:22].[P:30]([O-:32])([O-:35])[O-:31]. (2) Given the reactants [NH:1]1[CH2:4][CH:3]([NH:5][C:6](=[O:12])[O:7][C:8]([CH3:11])([CH3:10])[CH3:9])[CH2:2]1.[Cl:13][C:14]1[N:15]=[N:16][C:17](Cl)=[CH:18][CH:19]=1.C(N(C(C)C)C(C)C)C, predict the reaction product. The product is: [Cl:13][C:14]1[N:15]=[N:16][C:17]([N:1]2[CH2:4][CH:3]([NH:5][C:6](=[O:12])[O:7][C:8]([CH3:9])([CH3:11])[CH3:10])[CH2:2]2)=[CH:18][CH:19]=1. (3) The product is: [Cl:17][C:18]1[C:27]2[C:22](=[CH:23][C:24]([O:29][CH3:30])=[C:25]([O:28][CH2:39][CH2:38][CH2:37][N:31]3[CH2:36][CH2:35][O:34][CH2:33][CH2:32]3)[CH:26]=2)[N:21]=[CH:20][N:19]=1. Given the reactants N(C(OC(C)(C)C)=O)=NC(OC(C)(C)C)=O.[Cl:17][C:18]1[C:27]2[C:22](=[CH:23][C:24]([O:29][CH3:30])=[C:25]([OH:28])[CH:26]=2)[N:21]=[CH:20][N:19]=1.[N:31]1([CH2:37][CH2:38][CH2:39]O)[CH2:36][CH2:35][O:34][CH2:33][CH2:32]1.C1(P(C2C=CC=CC=2)C2C=CC=CC=2)C=CC=CC=1, predict the reaction product.